This data is from Forward reaction prediction with 1.9M reactions from USPTO patents (1976-2016). The task is: Predict the product of the given reaction. (1) Given the reactants C[O:2][C:3]1[N:4]=[N:5][CH:6]=[CH:7][C:8]=1[C:9](=[O:35])[CH2:10][C@H:11]([C:19]1[CH:24]=[CH:23][C:22]([CH:25]2[CH2:30][CH2:29][N:28]([S:31]([CH3:34])(=[O:33])=[O:32])[CH2:27][CH2:26]2)=[CH:21][CH:20]=1)[C:12]1[CH:17]=[CH:16][CH:15]=[CH:14][C:13]=1[CH3:18].Cl, predict the reaction product. The product is: [CH3:34][S:31]([N:28]1[CH2:27][CH2:26][CH:25]([C:22]2[CH:23]=[CH:24][C:19]([C@H:11]([C:12]3[CH:17]=[CH:16][CH:15]=[CH:14][C:13]=3[CH3:18])[CH2:10][C:9]([C:8]3[C:3](=[O:2])[NH:4][N:5]=[CH:6][CH:7]=3)=[O:35])=[CH:20][CH:21]=2)[CH2:30][CH2:29]1)(=[O:33])=[O:32]. (2) Given the reactants Br[CH2:2][CH:3]1[O:7][CH2:6][CH2:5][O:4]1.[CH2:8]([CH2:10][NH2:11])[OH:9].C(=O)([O-])[O-].[K+].[K+].ClCCl, predict the reaction product. The product is: [NH3:11].[O:4]1[CH2:5][CH2:6][O:7][CH:3]1[CH2:2][NH:11][CH2:10][CH2:8][OH:9].